This data is from Catalyst prediction with 721,799 reactions and 888 catalyst types from USPTO. The task is: Predict which catalyst facilitates the given reaction. (1) Reactant: [CH3:1][N:2]1[CH:7]=[C:6]([C:8]2[CH:9]=[C:10]([CH:14]=[CH:15][C:16]=2[O:17][C:18]2[CH:23]=[CH:22][CH:21]=[CH:20][CH:19]=2)[C:11](O)=[O:12])[C:5]2[CH:24]=[CH:25][NH:26][C:4]=2[C:3]1=[O:27].C(Cl)(=O)C([Cl:31])=O.CN(C)C=O. Product: [CH3:1][N:2]1[CH:7]=[C:6]([C:8]2[CH:9]=[C:10]([CH:14]=[CH:15][C:16]=2[O:17][C:18]2[CH:23]=[CH:22][CH:21]=[CH:20][CH:19]=2)[C:11]([Cl:31])=[O:12])[C:5]2[CH:24]=[CH:25][NH:26][C:4]=2[C:3]1=[O:27]. The catalyst class is: 4. (2) Reactant: [F:1][C:2]1[CH:7]=[C:6]([B:8]2[O:12][C:11]([CH3:14])([CH3:13])[C:10]([CH3:16])([CH3:15])[O:9]2)[CH:5]=[CH:4][C:3]=1[CH2:17][C:18](O)=[O:19].[F:21][C:22]([F:33])([F:32])[C:23]1([C:26]2[O:30][N:29]=[C:28]([NH2:31])[CH:27]=2)[CH2:25][CH2:24]1.F[P-](F)(F)(F)(F)F.N1(OC(N(C)C)=[N+](C)C)C2N=CC=CC=2N=N1.CCN(C(C)C)C(C)C. Product: [F:1][C:2]1[CH:7]=[C:6]([B:8]2[O:12][C:11]([CH3:13])([CH3:14])[C:10]([CH3:16])([CH3:15])[O:9]2)[CH:5]=[CH:4][C:3]=1[CH2:17][C:18]([NH:31][C:28]1[CH:27]=[C:26]([C:23]2([C:22]([F:32])([F:21])[F:33])[CH2:25][CH2:24]2)[O:30][N:29]=1)=[O:19]. The catalyst class is: 3.